This data is from Forward reaction prediction with 1.9M reactions from USPTO patents (1976-2016). The task is: Predict the product of the given reaction. (1) Given the reactants [CH2:1]([C@@H:4]([CH2:24][C:25]([O:27][C:28]([CH3:31])([CH3:30])[CH3:29])=[O:26])[C:5]([O:7][CH2:8][C@H:9]([NH:16][C:17](=[O:23])[C@@H:18]([CH3:22])[CH2:19]C=C)[C:10]1[CH:15]=[CH:14][CH:13]=[CH:12][CH:11]=1)=[O:6])[CH:2]=[CH2:3], predict the reaction product. The product is: [CH3:22][C@H:18]1[CH2:19][CH:3]=[CH:2][CH2:1][C@@H:4]([CH2:24][C:25]([O:27][C:28]([CH3:29])([CH3:31])[CH3:30])=[O:26])[C:5](=[O:6])[O:7][CH2:8][C@@H:9]([C:10]2[CH:11]=[CH:12][CH:13]=[CH:14][CH:15]=2)[NH:16][C:17]1=[O:23]. (2) Given the reactants [O:1]=[C:2]1[NH:6][CH:5]=[C:4]([C:7]([OH:9])=O)[O:3]1.[CH3:10][NH:11][CH2:12][CH2:13][CH2:14][N:15]1[CH2:20][CH2:19][N:18]([C:21]([O:23][CH2:24][C:25]2[CH:30]=[C:29]([Cl:31])[CH:28]=[C:27]([Cl:32])[CH:26]=2)=[O:22])[CH2:17][CH2:16]1, predict the reaction product. The product is: [CH3:10][N:11]([CH2:12][CH2:13][CH2:14][N:15]1[CH2:16][CH2:17][N:18]([C:21]([O:23][CH2:24][C:25]2[CH:26]=[C:27]([Cl:32])[CH:28]=[C:29]([Cl:31])[CH:30]=2)=[O:22])[CH2:19][CH2:20]1)[C:7]([C:4]1[O:3][C:2](=[O:1])[NH:6][CH:5]=1)=[O:9]. (3) Given the reactants O=C1O[C@H]([C@H](CO)O)C([O-])=C1O.[Na+].[C:14]1([C:20]#[CH:21])[CH:19]=[CH:18][CH:17]=[CH:16][CH:15]=1.[Br:22][C:23]1[CH:39]=[CH:38][C:26]([CH:27]=[C:28]2[C:33](=[O:34])[O:32][C:31]([CH3:36])([CH3:35])[O:30][C:29]2=[O:37])=[CH:25][CH:24]=1, predict the reaction product. The product is: [Br:22][C:23]1[CH:24]=[CH:25][C:26]([C@H:27]([CH:28]2[C:29](=[O:37])[O:30][C:31]([CH3:36])([CH3:35])[O:32][C:33]2=[O:34])[C:21]#[C:20][C:14]2[CH:19]=[CH:18][CH:17]=[CH:16][CH:15]=2)=[CH:38][CH:39]=1. (4) Given the reactants [NH2:1][C:2]1[CH:7]=[C:6]([CH3:8])[N:5]=[C:4]([CH3:9])[C:3]=1[C:10](=O)[CH3:11].C(C=P(C1C=CC=CC=1)(C1C=CC=CC=1)C1C=CC=CC=1)(OCC)=O.C1(C)C(C)=CC=CC=1.[O-:46][CH2:47][CH3:48].[Na+], predict the reaction product. The product is: [CH3:11][C:10]1[C:3]2[C:2](=[CH:7][C:6]([CH3:8])=[N:5][C:4]=2[CH3:9])[NH:1][C:47](=[O:46])[CH:48]=1. (5) Given the reactants [C:1]([N:5]1[CH2:10][CH2:9][N:8]([CH2:11][C:12]2[N:13](C3CCCCO3)[C:14]3[C:19]([N:20]=2)=[C:18]([N:21]2[CH2:26][CH2:25][O:24][CH2:23][CH2:22]2)[N:17]=[C:16]([NH:27][C:28]2[C:29]([NH2:34])=[CH:30][CH:31]=[CH:32][CH:33]=2)[N:15]=3)[CH2:7][CH2:6]1)([CH3:4])([CH3:3])[CH3:2].[F:41][C:42]([F:47])([CH3:46])[C:43](O)=O.CN(C)C=O.C(N(CC)C(C)C)(C)C.C(O)(=O)C, predict the reaction product. The product is: [C:1]([N:5]1[CH2:10][CH2:9][N:8]([CH2:11][C:12]2[NH:13][C:14]3[C:19]([N:20]=2)=[C:18]([N:21]2[CH2:26][CH2:25][O:24][CH2:23][CH2:22]2)[N:17]=[C:16]([N:27]2[C:28]4[CH:33]=[CH:32][CH:31]=[CH:30][C:29]=4[N:34]=[C:43]2[C:42]([F:47])([F:41])[CH3:46])[N:15]=3)[CH2:7][CH2:6]1)([CH3:2])([CH3:4])[CH3:3]. (6) Given the reactants C([O:3][C:4](=[O:26])[C:5]([C:15]1[CH:20]=[C:19]([F:21])[C:18]([N+:22]([O-:24])=[O:23])=[CH:17][C:16]=1[F:25])([CH2:11][CH:12]([CH3:14])[CH3:13])C(OCC)=O)C, predict the reaction product. The product is: [F:25][C:16]1[CH:17]=[C:18]([N+:22]([O-:24])=[O:23])[C:19]([F:21])=[CH:20][C:15]=1[CH:5]([CH2:11][CH:12]([CH3:14])[CH3:13])[C:4]([OH:26])=[O:3]. (7) Given the reactants [Mg].[H-].C([Al+]CC(C)C)C(C)C.C1(C)C=CC=CC=1.Br[C:20]1[CH:33]=[CH:32][C:23]([CH2:24][O:25][CH:26]2[CH2:31][CH2:30][CH2:29][CH2:28][O:27]2)=[CH:22][CH:21]=1.Cl[C:35]1[CH:40]=[CH:39][CH:38]=[CH:37][C:36]=1[C:41]1[N:42]=[N:43][N:44]([CH:46]2[CH2:51][CH2:50][CH2:49][CH2:48][O:47]2)[N:45]=1.ClC1C=CC=CC=1C1N(C2CCCCO2)N=NN=1.O1CCCCC1OCC1C=CC([Mg]Br)=CC=1.CO.C(OC(C)C)(=O)C.[Cl-].[NH4+], predict the reaction product. The product is: [O:47]1[CH2:48][CH2:49][CH2:50][CH2:51][CH:46]1[N:44]1[N:43]=[N:42][C:41]([C:36]2[CH:37]=[CH:38][CH:39]=[CH:40][C:35]=2[C:20]2[CH:33]=[CH:32][C:23]([CH2:24][O:25][CH:26]3[CH2:31][CH2:30][CH2:29][CH2:28][O:27]3)=[CH:22][CH:21]=2)=[N:45]1.